This data is from Choline transporter screen with 302,306 compounds. The task is: Binary Classification. Given a drug SMILES string, predict its activity (active/inactive) in a high-throughput screening assay against a specified biological target. (1) The compound is OC12C(CC3C(O)(c4c(C(O)=C3C1=O)c(O)ccc4)C)C(N(C)C)C(=O)C(=C2O)C(=O)N. The result is 0 (inactive). (2) The molecule is O1CCN(CC1)CCOCCOc1ccc(OC)cc1. The result is 0 (inactive). (3) The compound is S(=O)(=O)(n1nc(OC(=O)c2ccncc2)cc1N)c1ccc(OC)cc1. The result is 0 (inactive).